From a dataset of hERG Central: cardiac toxicity at 1µM, 10µM, and general inhibition. Predict hERG channel inhibition at various concentrations. (1) The compound is CC(=O)NCCn1c(SCC(=O)OCc2ccccc2)nc2ccccc2c1=O. Results: hERG_inhib (hERG inhibition (general)): blocker. (2) The drug is Cc1ccc2nc(/N=C(\N)NC(=O)NC3CCCCC3)nc(C)c2c1. Results: hERG_inhib (hERG inhibition (general)): blocker. (3) The compound is COc1ccc(C(=O)N/N=C/c2ccc(OC)c(CN3CCc4cc(OC)c(OC)cc4C3C)c2)cc1. Results: hERG_inhib (hERG inhibition (general)): blocker. (4) The molecule is CN(C)CC1CCCCC1OC(=O)c1ccc(Cl)c(Cl)c1.Cl. Results: hERG_inhib (hERG inhibition (general)): blocker. (5) The compound is CC1(C)CC(NC(=S)NC(=O)c2cc(Br)ccc2Cl)CC(C)(C)N1. Results: hERG_inhib (hERG inhibition (general)): blocker. (6) The drug is CCOC(=O)C1(CCc2ccccc2)CCN(Cc2ccccn2)CC1. Results: hERG_inhib (hERG inhibition (general)): blocker. (7) The drug is O=C(NCc1ccccc1)N1CCC(n2cnc3cc(F)ccc32)CC1. Results: hERG_inhib (hERG inhibition (general)): blocker.